Dataset: Peptide-MHC class II binding affinity with 134,281 pairs from IEDB. Task: Regression. Given a peptide amino acid sequence and an MHC pseudo amino acid sequence, predict their binding affinity value. This is MHC class II binding data. (1) The peptide sequence is VKPLYIITPTNVSHI. The MHC is HLA-DPA10201-DPB10501 with pseudo-sequence HLA-DPA10201-DPB10501. The binding affinity (normalized) is 0.175. (2) The peptide sequence is IIGLILQIGNIISIWPV. The MHC is DRB1_0101 with pseudo-sequence DRB1_0101. The binding affinity (normalized) is 0.116. (3) The peptide sequence is GGSILKISNKYHTKG. The MHC is HLA-DPA10201-DPB10501 with pseudo-sequence HLA-DPA10201-DPB10501. The binding affinity (normalized) is 0.799.